This data is from Reaction yield outcomes from USPTO patents with 853,638 reactions. The task is: Predict the reaction yield, written as a fraction of the theoretical maximum amount of product (1.0 means a 100% yield; for example, 0.34 means a 34% yield). (1) The reactants are [SH:1][C:2]1[S:3][C:4]2[CH2:14][CH2:13][C:12]3[C:7](=[CH:8][CH:9]=[CH:10][C:11]=3[O:15][CH2:16][C:17]([O:19]CC)=[O:18])[C:5]=2[N:6]=1.[F:22][C:23]1[CH:28]=[CH:27][C:26]([CH:29](Br)[C:30]2[CH:35]=[CH:34][C:33]([F:36])=[CH:32][CH:31]=2)=[CH:25][CH:24]=1. No catalyst specified. The product is [F:22][C:23]1[CH:24]=[CH:25][C:26]([CH:29]([C:30]2[CH:35]=[CH:34][C:33]([F:36])=[CH:32][CH:31]=2)[S:1][C:2]2[S:3][C:4]3[CH2:14][CH2:13][C:12]4[C:7](=[CH:8][CH:9]=[CH:10][C:11]=4[O:15][CH2:16][C:17]([OH:19])=[O:18])[C:5]=3[N:6]=2)=[CH:27][CH:28]=1. The yield is 0.770. (2) The reactants are [NH2:1][C:2]1[CH:7]=[C:6]([Cl:8])[CH:5]=[CH:4][N:3]=1.[N+:9]([O-])([OH:11])=[O:10].O. The catalyst is S(=O)(=O)(O)O. The product is [NH2:1][C:2]1[C:7]([N+:9]([O-:11])=[O:10])=[C:6]([Cl:8])[CH:5]=[CH:4][N:3]=1. The yield is 0.360.